This data is from Forward reaction prediction with 1.9M reactions from USPTO patents (1976-2016). The task is: Predict the product of the given reaction. (1) Given the reactants C(N(CC)CC)C.[CH3:8][C:9]1([CH3:35])[NH:13][CH2:12][CH:11]([CH2:14][N:15]2[C:23]3[C:18](=[CH:19][C:20]([C:24]4[CH:25]=[N:26][N:27]([CH:29]5[CH2:34][CH2:33][CH2:32][CH2:31][O:30]5)[CH:28]=4)=[CH:21][CH:22]=3)[CH:17]=[N:16]2)[CH2:10]1.[C:36]1([S:42](Cl)(=[O:44])=[O:43])[CH:41]=[CH:40][CH:39]=[CH:38][CH:37]=1.C(=O)(O)[O-].[Na+], predict the reaction product. The product is: [CH3:8][C:9]1([CH3:35])[N:13]([S:42]([C:36]2[CH:41]=[CH:40][CH:39]=[CH:38][CH:37]=2)(=[O:44])=[O:43])[CH2:12][CH:11]([CH2:14][N:15]2[C:23]3[C:18](=[CH:19][C:20]([C:24]4[CH:25]=[N:26][N:27]([CH:29]5[CH2:34][CH2:33][CH2:32][CH2:31][O:30]5)[CH:28]=4)=[CH:21][CH:22]=3)[CH:17]=[N:16]2)[CH2:10]1. (2) Given the reactants [NH3:1].CC(O)C.[CH3:6][C:7]1[N:12]=[C:11](SC)[N:10]=[C:9]([C:15]2[C:16]([NH:32][C:33]3[C:34]4[CH:35]=[N:36][N:37](C5CCCCO5)[C:38]=4[CH:39]=[CH:40][CH:41]=3)=[N:17][CH:18]=[C:19]([CH2:21][N:22]3[CH2:27][CH2:26][N:25]([S:28]([CH3:31])(=[O:30])=[O:29])[CH2:24][CH2:23]3)[CH:20]=2)[N:8]=1.C(O)(C(F)(F)F)=O, predict the reaction product. The product is: [NH2:1][C:11]1[N:12]=[C:7]([CH3:6])[N:8]=[C:9]([C:15]2[C:16]([NH:32][C:33]3[C:34]4[CH:35]=[N:36][NH:37][C:38]=4[CH:39]=[CH:40][CH:41]=3)=[N:17][CH:18]=[C:19]([CH2:21][N:22]3[CH2:23][CH2:24][N:25]([S:28]([CH3:31])(=[O:29])=[O:30])[CH2:26][CH2:27]3)[CH:20]=2)[N:10]=1.